This data is from TCR-epitope binding with 47,182 pairs between 192 epitopes and 23,139 TCRs. The task is: Binary Classification. Given a T-cell receptor sequence (or CDR3 region) and an epitope sequence, predict whether binding occurs between them. (1) The epitope is QECVRGTTVL. The TCR CDR3 sequence is CASSLGQGLLYGYTF. Result: 0 (the TCR does not bind to the epitope). (2) The epitope is SLFNTVATLY. The TCR CDR3 sequence is CASSFPPQLGAYEQYF. Result: 1 (the TCR binds to the epitope). (3) The epitope is MPASWVMRI. The TCR CDR3 sequence is CASSLTAGGNEQFF. Result: 1 (the TCR binds to the epitope). (4) The epitope is GTITVEELK. The TCR CDR3 sequence is CASSVTSSYSNQPQHF. Result: 1 (the TCR binds to the epitope). (5) The epitope is TPINLVRDL. The TCR CDR3 sequence is CASSQGLLAGVTDTQYF. Result: 1 (the TCR binds to the epitope). (6) The epitope is FLNRFTTTL. The TCR CDR3 sequence is CASSLTGQMNTEAFF. Result: 0 (the TCR does not bind to the epitope). (7) The epitope is AYAQKIFKI. The TCR CDR3 sequence is CASSLSQGRTEAFF. Result: 0 (the TCR does not bind to the epitope). (8) Result: 0 (the TCR does not bind to the epitope). The epitope is LPPIVAKEI. The TCR CDR3 sequence is CASSADIEQFF. (9) The epitope is GILGFVFTL. The TCR CDR3 sequence is CASSIRSHYEQYF. Result: 1 (the TCR binds to the epitope).